From a dataset of Forward reaction prediction with 1.9M reactions from USPTO patents (1976-2016). Predict the product of the given reaction. (1) Given the reactants [C:1]([C:5]([C:8]([O:11][C:12]([C:18]([O:21][C:22]([C:28]([O:31][CH2:32][CH:33]=[CH2:34])([F:30])[F:29])([C:24]([F:27])([F:26])[F:25])[F:23])([F:20])[F:19])([C:14]([F:17])([F:16])[F:15])[F:13])([F:10])[F:9])([F:7])[F:6])([F:4])([F:3])[F:2].[Cl:35][SiH:36]([Cl:38])[Cl:37], predict the reaction product. The product is: [C:1]([C:5]([C:8]([O:11][C:12]([C:18]([O:21][C:22]([C:28]([O:31][CH2:32][CH2:33][CH2:34][Si:36]([Cl:38])([Cl:37])[Cl:35])([F:29])[F:30])([C:24]([F:27])([F:26])[F:25])[F:23])([F:19])[F:20])([C:14]([F:17])([F:16])[F:15])[F:13])([F:10])[F:9])([F:7])[F:6])([F:4])([F:3])[F:2]. (2) Given the reactants [OH:1][CH:2]1[CH2:7][CH2:6][N:5]([C:8]2[CH:9]=[CH:10][C:11]([N:14]3[CH:18]=[CH:17][C:16]([CH:19]([C:21]4[CH:38]=[CH:37][C:24]5[N:25]([CH2:29][O:30][CH2:31][CH2:32][Si:33]([CH3:36])([CH3:35])[CH3:34])[C:26](=[O:28])[S:27][C:23]=5[CH:22]=4)[CH3:20])=[N:15]3)=[N:12][CH:13]=2)[CH2:4][CH2:3]1.C(=O)(O)[O-].[Na+].CC(OI1(OC(C)=O)(OC(C)=O)OC(=O)C2C=CC=CC1=2)=O, predict the reaction product. The product is: [O:1]=[C:2]1[CH2:7][CH2:6][N:5]([C:8]2[CH:9]=[CH:10][C:11]([N:14]3[CH:18]=[CH:17][C:16]([CH:19]([C:21]4[CH:38]=[CH:37][C:24]5[N:25]([CH2:29][O:30][CH2:31][CH2:32][Si:33]([CH3:36])([CH3:35])[CH3:34])[C:26](=[O:28])[S:27][C:23]=5[CH:22]=4)[CH3:20])=[N:15]3)=[N:12][CH:13]=2)[CH2:4][CH2:3]1. (3) Given the reactants [CH3:1][O:2][C:3]([C:5]1[S:9][C:8](SC)=[N:7][C:6]=1[NH2:12])=[O:4].[CH3:13]O.O[O:16][S:17]([O-:19])=O.[K+], predict the reaction product. The product is: [CH3:1][O:2][C:3]([C:5]1[S:9][C:8]([S:17]([CH3:13])(=[O:19])=[O:16])=[N:7][C:6]=1[NH2:12])=[O:4]. (4) Given the reactants [Cl:1][C:2]1[CH:3]=[C:4]([C@H:12]([C:22](=[O:30])[NH:23][C:24]2[CH:29]=[N:28][CH:27]=[CH:26][N:25]=2)[CH2:13][CH:14]2[CH2:18][CH2:17][CH:16]([O:19]C=O)[CH2:15]2)[CH:5]=[CH:6][C:7]=1[S:8]([CH3:11])(=[O:10])=[O:9].N, predict the reaction product. The product is: [Cl:1][C:2]1[CH:3]=[C:4]([C@@H:12]([CH2:13][CH:14]2[CH2:18][CH2:17][CH:16]([OH:19])[CH2:15]2)[C:22]([NH:23][C:24]2[CH:29]=[N:28][CH:27]=[CH:26][N:25]=2)=[O:30])[CH:5]=[CH:6][C:7]=1[S:8]([CH3:11])(=[O:10])=[O:9]. (5) Given the reactants Cl.[F:2][C:3]([F:34])([F:33])[C:4]1[CH:28]=[C:27]([C:29]([F:32])([F:31])[F:30])[CH:26]=[CH:25][C:5]=1[CH2:6][N:7]1[CH2:12][CH2:11][CH:10](/[CH:13]=[C:14]2/[C:15]([NH:20]CC(O)=O)=[N:16][C:17](=[O:19])[S:18]/2)[CH2:9][CH2:8]1.[CH2:35]([N:37]([CH:41]([CH3:43])C)[CH:38]([CH3:40])C)[CH3:36].C[N:45]1[CH2:50]CNCC1.CN(C([O:58]N1N=NC2C=CC=NC1=2)=[N+](C)C)C.F[P-](F)(F)(F)(F)F, predict the reaction product. The product is: [F:2][C:3]([F:34])([F:33])[C:4]1[CH:28]=[C:27]([C:29]([F:31])([F:32])[F:30])[CH:26]=[CH:25][C:5]=1[CH2:6][N:7]1[CH2:8][CH2:9][CH:10](/[CH:13]=[C:14]2/[C:15]([NH:20][CH2:43][C:41]([N:37]3[CH2:35][CH2:36][N:45]([CH3:50])[CH2:40][CH2:38]3)=[O:58])=[N:16][C:17](=[O:19])[S:18]/2)[CH2:11][CH2:12]1.